Task: Predict the reactants needed to synthesize the given product.. Dataset: Full USPTO retrosynthesis dataset with 1.9M reactions from patents (1976-2016) Given the product [Cl:16][C:11]1[CH:10]=[C:9]([C:5]2([CH:3]([OH:4])[CH2:2][NH:1][CH:19]([CH3:20])[CH2:18][F:17])[CH2:6][CH2:7][CH2:8]2)[CH:14]=[CH:13][C:12]=1[Cl:15], predict the reactants needed to synthesize it. The reactants are: [NH2:1][CH2:2][CH:3]([C:5]1([C:9]2[CH:14]=[CH:13][C:12]([Cl:15])=[C:11]([Cl:16])[CH:10]=2)[CH2:8][CH2:7][CH2:6]1)[OH:4].[F:17][CH2:18][C:19](=O)[CH3:20].[BH-](OC(C)=O)(OC(C)=O)OC(C)=O.[Na+].